From a dataset of Reaction yield outcomes from USPTO patents with 853,638 reactions. Predict the reaction yield, written as a fraction of the theoretical maximum amount of product (1.0 means a 100% yield; for example, 0.34 means a 34% yield). (1) The reactants are C([Mg]Br)C.[Cl:5][C:6]1[N:20]=[CH:19][C:9]2[C:10]3[N:11]([CH:15]=[C:16](I)[N:17]=3)[CH2:12][CH2:13][O:14][C:8]=2[CH:7]=1.CN(C)[CH:23]=[O:24]. The catalyst is O1CCCC1. The product is [Cl:5][C:6]1[N:20]=[CH:19][C:9]2[C:10]3[N:11]([CH:15]=[C:16]([CH:23]=[O:24])[N:17]=3)[CH2:12][CH2:13][O:14][C:8]=2[CH:7]=1. The yield is 0.980. (2) The reactants are [CH2:1]([O:8][C:9]1[CH:10]=[C:11](NC2N=CC(Br)=CN=2)[CH:12]=[CH:13][CH:14]=1)[C:2]1[CH:7]=[CH:6][CH:5]=[CH:4][CH:3]=1.[CH3:23]NC1C=CC=CC=1.CC(C)([O-])C.[Na+]. The catalyst is C1(C)C=CC=CC=1.C(OCC)(=O)C.C1(P(C2CCCCC2)C2C=CC=CC=2C2C(C(C)C)=CC(C(C)C)=CC=2C(C)C)CCCCC1. The product is [CH2:9]([O:8][CH2:1][C:2]1[CH:3]=[CH:4][CH:5]=[CH:6][CH:7]=1)[C:10]1[CH:11]=[CH:12][CH:13]=[CH:14][CH:23]=1. The yield is 0.500.